Dataset: NCI-60 drug combinations with 297,098 pairs across 59 cell lines. Task: Regression. Given two drug SMILES strings and cell line genomic features, predict the synergy score measuring deviation from expected non-interaction effect. (1) Drug 2: C1C(C(OC1N2C=NC3=C2NC=NCC3O)CO)O. Synergy scores: CSS=-1.59, Synergy_ZIP=-0.720, Synergy_Bliss=-3.54, Synergy_Loewe=-1.47, Synergy_HSA=-2.60. Cell line: SNB-19. Drug 1: CC(C)NC(=O)C1=CC=C(C=C1)CNNC.Cl. (2) Drug 1: C1=C(C(=O)NC(=O)N1)F. Drug 2: CN(C)C1=NC(=NC(=N1)N(C)C)N(C)C. Cell line: TK-10. Synergy scores: CSS=23.3, Synergy_ZIP=5.44, Synergy_Bliss=4.99, Synergy_Loewe=-4.77, Synergy_HSA=1.85. (3) Drug 1: CC12CCC3C(C1CCC2O)C(CC4=C3C=CC(=C4)O)CCCCCCCCCS(=O)CCCC(C(F)(F)F)(F)F. Drug 2: CN(CCCl)CCCl.Cl. Cell line: T-47D. Synergy scores: CSS=38.3, Synergy_ZIP=-8.54, Synergy_Bliss=0.160, Synergy_Loewe=-4.99, Synergy_HSA=3.04. (4) Drug 1: CN(C)C1=NC(=NC(=N1)N(C)C)N(C)C. Drug 2: CCC1=C2CN3C(=CC4=C(C3=O)COC(=O)C4(CC)O)C2=NC5=C1C=C(C=C5)O. Cell line: DU-145. Synergy scores: CSS=11.5, Synergy_ZIP=1.90, Synergy_Bliss=3.49, Synergy_Loewe=-53.6, Synergy_HSA=0.614. (5) Drug 1: CCC1=C2CN3C(=CC4=C(C3=O)COC(=O)C4(CC)O)C2=NC5=C1C=C(C=C5)O. Drug 2: C1CCC(C(C1)N)N.C(=O)(C(=O)[O-])[O-].[Pt+4]. Cell line: SN12C. Synergy scores: CSS=40.6, Synergy_ZIP=2.16, Synergy_Bliss=3.24, Synergy_Loewe=3.30, Synergy_HSA=6.18. (6) Drug 1: COC1=NC(=NC2=C1N=CN2C3C(C(C(O3)CO)O)O)N. Drug 2: CN(CCCl)CCCl.Cl. Cell line: OVCAR-5. Synergy scores: CSS=14.2, Synergy_ZIP=-6.75, Synergy_Bliss=-3.48, Synergy_Loewe=1.34, Synergy_HSA=0.438.